Task: Predict the reaction yield, written as a fraction of the theoretical maximum amount of product (1.0 means a 100% yield; for example, 0.34 means a 34% yield).. Dataset: Reaction yield outcomes from USPTO patents with 853,638 reactions (1) The reactants are [CH:1]1([C:7]([N:9]2[C:18]3[C:13](=[CH:14][C:15]([O:19]C(OC(C)(C)C)=O)=[CH:16][CH:17]=3)[CH2:12][CH2:11][CH:10]2[CH2:27][N:28]2[CH2:33][CH2:32][N:31]([C:34]3[CH:42]=[CH:41][CH:40]=[C:39]4[C:35]=3[CH:36]=[CH:37][NH:38]4)[CH2:30][CH2:29]2)=[O:8])[CH2:6][CH2:5][CH2:4][CH2:3][CH2:2]1. The catalyst is C(Cl)Cl.Cl.C(OCC)C. The product is [CH:1]1([C:7]([N:9]2[C:18]3[C:13](=[CH:14][C:15]([OH:19])=[CH:16][CH:17]=3)[CH2:12][CH2:11][CH:10]2[CH2:27][N:28]2[CH2:29][CH2:30][N:31]([C:34]3[CH:42]=[CH:41][CH:40]=[C:39]4[C:35]=3[CH:36]=[CH:37][NH:38]4)[CH2:32][CH2:33]2)=[O:8])[CH2:6][CH2:5][CH2:4][CH2:3][CH2:2]1. The yield is 0.570. (2) The reactants are I[C:2]1[C:6]2[N:7]=[CH:8][N:9]=[C:10]([NH2:11])[C:5]=2[N:4]([C:12]2[CH:17]=[CH:16][C:15]([N+:18]([O-:20])=[O:19])=[C:14]([O:21][CH3:22])[CH:13]=2)[N:3]=1.CC1(C)C(C)(C)OB([C:31]2[CH2:32][CH2:33][N:34]([C:37]([O:39][C:40]([CH3:43])([CH3:42])[CH3:41])=[O:38])[CH2:35][CH:36]=2)O1.C(=O)([O-])[O-].[Na+].[Na+]. The catalyst is COCCOC.O.C1C=CC([P]([Pd]([P](C2C=CC=CC=2)(C2C=CC=CC=2)C2C=CC=CC=2)([P](C2C=CC=CC=2)(C2C=CC=CC=2)C2C=CC=CC=2)[P](C2C=CC=CC=2)(C2C=CC=CC=2)C2C=CC=CC=2)(C2C=CC=CC=2)C2C=CC=CC=2)=CC=1. The product is [NH2:11][C:10]1[C:5]2[N:4]([C:12]3[CH:17]=[CH:16][C:15]([N+:18]([O-:20])=[O:19])=[C:14]([O:21][CH3:22])[CH:13]=3)[N:3]=[C:2]([C:31]3[CH2:36][CH2:35][N:34]([C:37]([O:39][C:40]([CH3:43])([CH3:42])[CH3:41])=[O:38])[CH2:33][CH:32]=3)[C:6]=2[N:7]=[CH:8][N:9]=1. The yield is 0.600. (3) The reactants are [CH3:1][O:2][C:3](=[O:11])[C:4]1[CH:9]=[CH:8][CH:7]=[N:6][C:5]=1Cl.[CH2:12]=[CH:13][C:14]1[CH:19]=[CH:18][CH:17]=[CH:16][CH:15]=1.C([O-])(=O)C.[Na+].C1(P(C2C=CC=CC=2)C2C=CC=CC=2)C=CC=CC=1. The catalyst is CN(C=O)C.C([O-])(=O)C.[Pd+2].C([O-])(=O)C. The product is [CH3:1][O:2][C:3](=[O:11])[C:4]1[CH:9]=[CH:8][CH:7]=[N:6][C:5]=1[CH:12]=[CH:13][C:14]1[CH:19]=[CH:18][CH:17]=[CH:16][CH:15]=1. The yield is 0.810. (4) The reactants are [F:1][C:2]([F:13])([F:12])[C:3]([OH:11])([C:7]([F:10])([F:9])[F:8])[C:4]([O-:6])=[O:5].[Na+].[Br-].[C:16]([C:20]1[CH:25]=[CH:24][C:23]([S+:26]([C:33]2[CH:38]=[CH:37][CH:36]=[CH:35][CH:34]=2)[C:27]2[CH:32]=[CH:31][CH:30]=[CH:29][CH:28]=2)=[CH:22][CH:21]=1)([CH3:19])([CH3:18])[CH3:17]. No catalyst specified. The product is [F:1][C:2]([F:12])([F:13])[C:3]([OH:11])([C:7]([F:9])([F:8])[F:10])[C:4]([O-:6])=[O:5].[C:16]([C:20]1[CH:25]=[CH:24][C:23]([S+:26]([C:33]2[CH:38]=[CH:37][CH:36]=[CH:35][CH:34]=2)[C:27]2[CH:28]=[CH:29][CH:30]=[CH:31][CH:32]=2)=[CH:22][CH:21]=1)([CH3:19])([CH3:17])[CH3:18]. The yield is 0.890. (5) The reactants are [NH2:1][C:2]1[CH:3]=[C:4]([CH:23]=[CH:24][C:25]=1[F:26])[O:5][C:6]1[CH:20]=[CH:19][C:9]2[N:10]=[C:11]([NH:13][C:14]([CH:16]3[CH2:18][CH2:17]3)=[O:15])[S:12][C:8]=2[C:7]=1[C:21]#[N:22].[N:27]([C:30]1[CH:35]=[CH:34][C:33]([C:36]([F:39])([F:38])[F:37])=[CH:32][CH:31]=1)=[C:28]=[O:29]. The catalyst is CN(C)C=O.C(OCC)(=O)C. The product is [C:21]([C:7]1[C:8]2[S:12][C:11]([NH:13][C:14]([CH:16]3[CH2:17][CH2:18]3)=[O:15])=[N:10][C:9]=2[CH:19]=[CH:20][C:6]=1[O:5][C:4]1[CH:23]=[CH:24][C:25]([F:26])=[C:2]([NH:1][C:28](=[O:29])[NH:27][C:30]2[CH:35]=[CH:34][C:33]([C:36]([F:37])([F:39])[F:38])=[CH:32][CH:31]=2)[CH:3]=1)#[N:22]. The yield is 0.510. (6) The reactants are [C:1](=[O:22])(OC1C=CC([N+]([O-])=O)=CC=1)[O:2][CH2:3][CH2:4][N:5]1[CH2:10][CH2:9][N:8]([CH3:11])[CH2:7][CH2:6]1.CCN(C(C)C)C(C)C.[CH3:32][O:33][C:34]1[CH:39]=[CH:38][C:37]([N:40]2[CH2:45][CH2:44][NH:43][CH2:42][CH2:41]2)=[CH:36][CH:35]=1. The catalyst is CN(C=O)C. The product is [CH3:32][O:33][C:34]1[CH:35]=[CH:36][C:37]([N:40]2[CH2:45][CH2:44][N:43]([C:1]([O:2][CH2:3][CH2:4][N:5]3[CH2:6][CH2:7][N:8]([CH3:11])[CH2:9][CH2:10]3)=[O:22])[CH2:42][CH2:41]2)=[CH:38][CH:39]=1. The yield is 0.170. (7) The reactants are [NH:1]1[CH:5]=[N:4][C:3]([C:6]2[CH:7]=[C:8]3[C:12](=[CH:13][CH:14]=2)[NH:11][N:10]=[C:9]3[C:15]2[CH:20]=[CH:19][CH:18]=[C:17]([O:21][CH2:22][CH2:23][N:24]3[CH2:29][CH2:28][NH:27][CH2:26][CH2:25]3)[CH:16]=2)=[N:2]1.N1C=CC=CC=1.C(N(CC)CC)C.[C:43](OC(=O)C)(=[O:45])[CH3:44].[OH-].[NH4+]. No catalyst specified. The product is [NH:2]1[C:3]([C:6]2[CH:7]=[C:8]3[C:12](=[CH:13][CH:14]=2)[NH:11][N:10]=[C:9]3[C:15]2[CH:16]=[C:17]([CH:18]=[CH:19][CH:20]=2)[O:21][CH2:22][CH2:23][N:24]2[CH2:29][CH2:28][N:27]([C:43](=[O:45])[CH3:44])[CH2:26][CH2:25]2)=[N:4][CH:5]=[N:1]1. The yield is 0.0900. (8) The reactants are [C:1]([C:4]1[C:9]([O:10][CH2:11][CH2:12][NH:13][C:14](=[O:20])[O:15][C:16]([CH3:19])([CH3:18])[CH3:17])=[C:8](Br)[C:7]([CH3:22])=[C:6]([Cl:23])[CH:5]=1)(=[O:3])[CH3:2].[CH3:24][C:25]1(C)C(C)(C)OB(C=C)O1.ClCCl.C(=O)([O-])[O-].[K+].[K+]. The catalyst is O1CCOCC1.Cl[Pd]Cl.C1(P(C2C=CC=CC=2)[C-]2C=CC=C2)C=CC=CC=1.[C-]1(P(C2C=CC=CC=2)C2C=CC=CC=2)C=CC=C1.[Fe+2].O. The product is [C:1]([C:4]1[C:9]([O:10][CH2:11][CH2:12][NH:13][C:14](=[O:20])[O:15][C:16]([CH3:19])([CH3:18])[CH3:17])=[C:8]([CH:24]=[CH2:25])[C:7]([CH3:22])=[C:6]([Cl:23])[CH:5]=1)(=[O:3])[CH3:2]. The yield is 0.720. (9) The reactants are [C:1]([O:5][C:6]([N:8]1[CH2:13][CH2:12][C:11]([C:15]2[S:24][C:18]3[N:19]=[CH:20][N:21]=[C:22](Cl)[C:17]=3[CH:16]=2)([OH:14])[CH2:10][CH2:9]1)=[O:7])([CH3:4])([CH3:3])[CH3:2].[F:25][C:26]([F:46])([F:45])[C:27]1[CH:28]=[C:29]([CH:42]=[CH:43][CH:44]=1)[C:30]([NH:32][C:33]1[CH:34]=[C:35](B(O)O)[CH:36]=[CH:37][CH:38]=1)=[O:31]. No catalyst specified. The product is [OH:14][C:11]1([C:15]2[S:24][C:18]3[N:19]=[CH:20][N:21]=[C:22]([C:37]4[CH:36]=[CH:35][CH:34]=[C:33]([NH:32][C:30](=[O:31])[C:29]5[CH:42]=[CH:43][CH:44]=[C:27]([C:26]([F:45])([F:46])[F:25])[CH:28]=5)[CH:38]=4)[C:17]=3[CH:16]=2)[CH2:12][CH2:13][N:8]([C:6]([O:5][C:1]([CH3:4])([CH3:3])[CH3:2])=[O:7])[CH2:9][CH2:10]1. The yield is 0.790.